This data is from NCI-60 drug combinations with 297,098 pairs across 59 cell lines. The task is: Regression. Given two drug SMILES strings and cell line genomic features, predict the synergy score measuring deviation from expected non-interaction effect. (1) Drug 1: COC1=CC(=CC(=C1O)OC)C2C3C(COC3=O)C(C4=CC5=C(C=C24)OCO5)OC6C(C(C7C(O6)COC(O7)C8=CC=CS8)O)O. Drug 2: C1=CN(C=N1)CC(O)(P(=O)(O)O)P(=O)(O)O. Cell line: A549. Synergy scores: CSS=3.06, Synergy_ZIP=-16.6, Synergy_Bliss=-32.0, Synergy_Loewe=-55.5, Synergy_HSA=-30.6. (2) Drug 1: CC1=C2C(C(=O)C3(C(CC4C(C3C(C(C2(C)C)(CC1OC(=O)C(C(C5=CC=CC=C5)NC(=O)OC(C)(C)C)O)O)OC(=O)C6=CC=CC=C6)(CO4)OC(=O)C)OC)C)OC. Drug 2: C1CC(C1)(C(=O)O)C(=O)O.[NH2-].[NH2-].[Pt+2]. Cell line: BT-549. Synergy scores: CSS=65.9, Synergy_ZIP=8.42, Synergy_Bliss=7.59, Synergy_Loewe=-3.05, Synergy_HSA=9.84. (3) Drug 1: C(=O)(N)NO. Drug 2: CN(C(=O)NC(C=O)C(C(C(CO)O)O)O)N=O. Cell line: COLO 205. Synergy scores: CSS=14.4, Synergy_ZIP=-3.41, Synergy_Bliss=-0.450, Synergy_Loewe=-17.4, Synergy_HSA=-2.74.